Dataset: Reaction yield outcomes from USPTO patents with 853,638 reactions. Task: Predict the reaction yield, written as a fraction of the theoretical maximum amount of product (1.0 means a 100% yield; for example, 0.34 means a 34% yield). The reactants are CC(C1C=CC=CC=1)=C.CC(C1C=CC=CC=1)=C.[S:19]([O:23][O:24][S:25]([O-:28])(=[O:27])=[O:26])([O-:22])(=[O:21])=[O:20].CCCCCCCCCCCCOS([O-])(=O)=O.[Na+:46].O. The catalyst is C=CC1C=CC=CC=1.C(OC)(=O)C(C)=C.[Co]. The yield is 0.0200. The product is [O-:22][S:19]([O:23][O:24][S:25]([O-:28])(=[O:27])=[O:26])(=[O:21])=[O:20].[Na+:46].[Na+:46].